Dataset: Reaction yield outcomes from USPTO patents with 853,638 reactions. Task: Predict the reaction yield, written as a fraction of the theoretical maximum amount of product (1.0 means a 100% yield; for example, 0.34 means a 34% yield). (1) The reactants are [CH2:1]([O:5][C:6]1[N:14]=[C:13]2[C:9]([N:10]=[CH:11][N:12]2[CH2:15][CH2:16][C:17]2[CH:22]=[CH:21][CH:20]=[C:19]([CH2:23][C:24]#N)[CH:18]=2)=[C:8]([NH2:26])[N:7]=1)[CH2:2][CH2:3][CH3:4].[OH-:27].[Na+].Cl.[CH3:30][OH:31]. No catalyst specified. The product is [CH2:1]([O:5][C:6]1[N:14]=[C:13]2[C:9]([N:10]=[CH:11][N:12]2[CH2:15][CH2:16][C:17]2[CH:22]=[CH:21][CH:20]=[C:19]([CH2:23][C:24]([O:31][CH3:30])=[O:27])[CH:18]=2)=[C:8]([NH2:26])[N:7]=1)[CH2:2][CH2:3][CH3:4]. The yield is 0.810. (2) The reactants are Cl[C:2]1[CH:3]=[CH:4][C:5]([N:8]2[CH:12]=[C:11]([CH2:13][CH2:14][CH2:15][O:16][C:17]3[CH:22]=[CH:21][CH:20]=[CH:19][C:18]=3[CH2:23][C:24]([O:26]C)=[O:25])[C:10]([CH:28]([CH3:30])[CH3:29])=[N:9]2)=[N:6][CH:7]=1. The catalyst is [C].[Pd].C(O)C. The product is [CH:28]([C:10]1[C:11]([CH2:13][CH2:14][CH2:15][O:16][C:17]2[CH:22]=[CH:21][CH:20]=[CH:19][C:18]=2[CH2:23][C:24]([OH:26])=[O:25])=[CH:12][N:8]([C:5]2[CH:4]=[CH:3][CH:2]=[CH:7][N:6]=2)[N:9]=1)([CH3:30])[CH3:29]. The yield is 0.430. (3) The reactants are [C:1]([C:3](=[C:7]([S:10][CH3:11])SC)[C:4]([NH2:6])=[O:5])#[N:2].[CH:12]([C:15]1[CH:21]=[CH:20][C:18]([NH2:19])=[CH:17][CH:16]=1)([CH3:14])[CH3:13]. The catalyst is C(O)C. The product is [C:1]([C:3](=[C:7]([NH:19][C:18]1[CH:20]=[CH:21][C:15]([CH:12]([CH3:14])[CH3:13])=[CH:16][CH:17]=1)[S:10][CH3:11])[C:4]([NH2:6])=[O:5])#[N:2]. The yield is 0.620. (4) The reactants are [CH:1]1[C:15](=[O:16])[N:14]=[C:13]2[N:3]([C@@H:4]3[O:8][C@H:7]([CH2:9][OH:10])[C@@H:6]([OH:11])[C@@H:5]3[O:12]2)[CH:2]=1.C1C=CN=CC=1.[FH:23]. The catalyst is O1CCOCC1. The product is [F:23][C@@H:5]1[C@H:6]([OH:11])[C@@H:7]([CH2:9][OH:10])[O:8][C@H:4]1[N:3]1[CH:2]=[CH:1][C:15](=[O:16])[NH:14][C:13]1=[O:12]. The yield is 0.750. (5) The reactants are [C:1]([C:3]1[CH:8]=[CH:7][C:6]([OH:9])=[CH:5][CH:4]=1)#[N:2].C(=O)([O-])[O-].[K+].[K+].C(#N)C.Br[CH2:20][CH2:21][CH2:22][CH2:23][CH2:24][Cl:25]. The catalyst is C(OCC)(=O)C. The product is [Cl:25][CH2:24][CH2:23][CH2:22][CH2:21][CH2:20][O:9][C:6]1[CH:7]=[CH:8][C:3]([C:1]#[N:2])=[CH:4][CH:5]=1. The yield is 0.903. (6) The reactants are [F:1][C:2]1[CH:3]=[C:4]([CH:6]=[CH:7][C:8]=1[O:9][C:10]1[C:19]2[C:14](=[CH:15][C:16]([O:22][CH2:23][CH2:24][CH2:25][N:26]3[CH2:31][CH2:30][O:29][CH2:28][CH2:27]3)=[C:17]([O:20][CH3:21])[CH:18]=2)[N:13]=[CH:12][CH:11]=1)[NH2:5].[F:32][C:33]1[CH:38]=[CH:37][C:36]([N:39]2[CH:44]=[CH:43][CH:42]=[C:41]([C:45](O)=[O:46])[C:40]2=[O:48])=[CH:35][CH:34]=1.O=C1C(C(OC)=O)=CC=CO1.FC1C=CC(N)=CC=1. No catalyst specified. The product is [F:1][C:2]1[CH:3]=[C:4]([NH:5][C:45]([C:41]2[C:40](=[O:48])[N:39]([C:36]3[CH:35]=[CH:34][C:33]([F:32])=[CH:38][CH:37]=3)[CH:44]=[CH:43][CH:42]=2)=[O:46])[CH:6]=[CH:7][C:8]=1[O:9][C:10]1[C:19]2[C:14](=[CH:15][C:16]([O:22][CH2:23][CH2:24][CH2:25][N:26]3[CH2:31][CH2:30][O:29][CH2:28][CH2:27]3)=[C:17]([O:20][CH3:21])[CH:18]=2)[N:13]=[CH:12][CH:11]=1. The yield is 0.490. (7) The reactants are CC(C)=[O:3].OS(O)(=O)=O.O=[Cr](=O)=O.[CH3:14][CH:15]([CH2:18][CH2:19][CH2:20][CH2:21][CH2:22][CH2:23][CH2:24][CH2:25][CH3:26])[CH:16]=[O:17].[OH-].[Na+].Cl. The catalyst is CC(C)=O.C1(C)C=CC=CC=1. The yield is 0.410. The product is [CH3:14][CH:15]([CH2:18][CH2:19][CH2:20][CH2:21][CH2:22][CH2:23][CH2:24][CH2:25][CH3:26])[C:16]([OH:3])=[O:17]. (8) The reactants are [C:1]1([C:7]2[CH:16]=[C:15](O)[C:14]3[C:9](=[CH:10][C:11]([O:18][CH3:19])=[CH:12][CH:13]=3)[N:8]=2)[CH:6]=[CH:5][CH:4]=[CH:3][CH:2]=1.P(Cl)(Cl)([Cl:22])=O. The yield is 0.910. The product is [C:1]1([C:7]2[CH:16]=[C:15]([Cl:22])[C:14]3[C:9](=[CH:10][C:11]([O:18][CH3:19])=[CH:12][CH:13]=3)[N:8]=2)[CH:6]=[CH:5][CH:4]=[CH:3][CH:2]=1. No catalyst specified. (9) The reactants are [NH2:1][C:2]1[N:6]([CH:7]2[CH2:10][N:9](C(C3C=CC=CC=3)C3C=CC=CC=3)[CH2:8]2)[N:5]=[CH:4][C:3]=1[C:24]([NH2:26])=[O:25].[OH-].[Na+].C1COCC1.[C:45]([O:44][C:42](O[C:42]([O:44][C:45]([CH3:48])([CH3:47])[CH3:46])=[O:43])=[O:43])([CH3:48])([CH3:47])[CH3:46]. The catalyst is CCO.Cl.[OH-].[OH-].[Pd+2]. The product is [C:45]([O:44][C:42]([N:9]1[CH2:10][CH:7]([N:6]2[C:2]([NH2:1])=[C:3]([C:24](=[O:25])[NH2:26])[CH:4]=[N:5]2)[CH2:8]1)=[O:43])([CH3:46])([CH3:47])[CH3:48]. The yield is 0.280.